This data is from Forward reaction prediction with 1.9M reactions from USPTO patents (1976-2016). The task is: Predict the product of the given reaction. (1) Given the reactants [C:1]([C:4]1[CH:11]=[CH:10][C:7]([CH:8]=[O:9])=[CH:6][CH:5]=1)([OH:3])=[O:2].[F:12][C:13]([F:22])([F:21])[C:14]([CH3:20])(O)[C:15]([F:18])([F:17])[F:16].CCN=C=NCCCN(C)C, predict the reaction product. The product is: [CH:8]([C:7]1[CH:10]=[CH:11][C:4]([C:1]([O:3][C:14]([CH3:20])([C:15]([F:18])([F:17])[F:16])[C:13]([F:22])([F:21])[F:12])=[O:2])=[CH:5][CH:6]=1)=[O:9]. (2) Given the reactants [Br:1][C:2]1[CH:7]=[CH:6][C:5]([CH:8]([C:10]2[CH:15]=[CH:14][C:13]([Cl:16])=[CH:12][CH:11]=2)[OH:9])=[CH:4][CH:3]=1.O[CH2:18][CH2:19][N:20]1[C:24](=[O:25])[C:23]2=[CH:26][CH:27]=[CH:28][CH:29]=[C:22]2[C:21]1=[O:30].O.C1(C)C=CC(S(O)(=O)=O)=CC=1, predict the reaction product. The product is: [Br:1][C:2]1[CH:7]=[CH:6][C:5]([CH:8]([C:10]2[CH:15]=[CH:14][C:13]([Cl:16])=[CH:12][CH:11]=2)[O:9][CH2:18][CH2:19][N:20]2[C:21](=[O:30])[C:22]3[C:23](=[CH:26][CH:27]=[CH:28][CH:29]=3)[C:24]2=[O:25])=[CH:4][CH:3]=1. (3) Given the reactants [NH2:1][C:2]1[CH:7]=[C:6]([CH:8]([OH:10])[CH3:9])[CH:5]=[CH:4][N:3]=1.[H-].[Na+].F[C:14]1[C:23]2[C:18](=[CH:19][CH:20]=[CH:21][CH:22]=2)[C:17]([N+:24]([O-:26])=[O:25])=[CH:16][CH:15]=1, predict the reaction product. The product is: [N+:24]([C:17]1[C:18]2[C:23](=[CH:22][CH:21]=[CH:20][CH:19]=2)[C:14]([O:10][CH:8]([C:6]2[CH:5]=[CH:4][N:3]=[C:2]([NH2:1])[CH:7]=2)[CH3:9])=[CH:15][CH:16]=1)([O-:26])=[O:25]. (4) The product is: [C:26]1([O:30][C:29](=[O:74])[NH2:31])[CH:25]=[CH:65][CH:64]=[CH:28][CH:27]=1.[C:66]1([N:72]([C:75]2[CH:77]=[CH:55][CH:54]=[CH:53][CH:76]=2)[C:73](=[O:8])[O-:74])[CH:71]=[CH:70][CH:69]=[CH:68][CH:67]=1. Given the reactants C1C(C(N)=[O:8])=C[N:31]([CH:29]2[O:30][CH:26]([CH2:25][O:8]P(OP(O[CH2:25][CH:26]3[O:30][CH:29]([N:31]4C5N=CN=C(N)C=5N=C4)[CH:28](OP([O-])([O-])=O)[CH:27]3O)([O-])=O)([O-])=O)[CH:27](O)[CH:28]2O)C=C1.[Na+].[Na+].[Na+].[Na+].[CH2:53](N([CH2:64][CH2:65][CH2:64][CH3:65])[CH2:53][CH2:54][CH2:55]C)[CH2:54][CH2:55]C.[C:66]1([N:72]=[C:73]=[O:74])[CH:71]=[CH:70][CH:69]=[CH:68][CH:67]=1.[CH:75](O)([CH3:77])[CH3:76], predict the reaction product. (5) Given the reactants [F:1][P-:2]([F:7])([F:6])([F:5])([F:4])[F:3].[N:8]1([O:17][C:18]([N:22]([CH3:24])[CH3:23])=[N+:19]([CH3:21])[CH3:20])[C:12]2[CH:13]=[CH:14][CH:15]=[CH:16][C:11]=2[N:10]=[N:9]1, predict the reaction product. The product is: [CH3:24][N:22]([C:18]([O:17][N:8]1[N:9]=[N:10][C:11]2[CH:16]=[CH:15][CH:14]=[CH:13][C:12]1=2)=[N+:19]([CH3:20])[CH3:21])[CH3:23].[F:1][P-:2]([F:7])([F:6])([F:5])([F:4])[F:3]. (6) The product is: [Cl:15][C:16]1[CH:17]=[CH:18][C:19]([CH2:20][N:21]2[CH2:25][CH2:24][C@@H:23]([NH:26][C:2]3[N:3]=[CH:4][C:5](/[CH:8]=[CH:9]/[C:10]([O:12][CH2:13][CH3:14])=[O:11])=[N:6][CH:7]=3)[CH2:22]2)=[CH:27][CH:28]=1. Given the reactants Cl[C:2]1[N:3]=[CH:4][C:5](/[CH:8]=[CH:9]/[C:10]([O:12][CH2:13][CH3:14])=[O:11])=[N:6][CH:7]=1.[Cl:15][C:16]1[CH:28]=[CH:27][C:19]([CH2:20][N:21]2[CH2:25][CH2:24][C@@H:23]([NH2:26])[CH2:22]2)=[CH:18][CH:17]=1.C([O-])([O-])=O.[K+].[K+], predict the reaction product. (7) Given the reactants [C:1]([NH:8][C@H:9]([C:11]([OH:13])=[O:12])[CH3:10])([O:3][C:4]([CH3:7])([CH3:6])[CH3:5])=[O:2].C(N=C=NC(C)C)(C)C.[CH3:23][CH2:24][C@@H:25]([C@H:27]([N:58]([C:60]([C@@H:62]([NH:66][C:67]([C@@H:69]([N:73]([CH3:75])[CH3:74])[CH:70]([CH3:72])[CH3:71])=[O:68])[CH:63]([CH3:65])[CH3:64])=[O:61])[CH3:59])[C@H:28]([O:56][CH3:57])[CH2:29][C:30]([N:32]1[C@H:36]([C@H:37]([O:54][CH3:55])[C@H:38]([C:40]([NH:42][C@H:43]([C:51]([OH:53])=[O:52])[CH2:44][C:45]2[CH:50]=[CH:49][CH:48]=[CH:47][CH:46]=2)=[O:41])[CH3:39])[CH2:35][CH2:34][CH2:33]1)=[O:31])[CH3:26].[OH:76][CH2:77][CH2:78][CH2:79][NH-:80], predict the reaction product. The product is: [CH3:23][CH2:24][C@@H:25]([C@H:27]([N:58]([C:60]([C@@H:62]([NH:66][C:67]([C@@H:69]([N:73]([CH3:75])[CH3:74])[CH:70]([CH3:72])[CH3:71])=[O:68])[CH:63]([CH3:65])[CH3:64])=[O:61])[CH3:59])[C@H:28]([O:56][CH3:57])[CH2:29][C:30]([N:32]1[C@H:36]([C@H:37]([O:54][CH3:55])[C@H:38]([C:40]([NH:42][C@H:43]([C:51]([OH:53])=[O:52])[CH2:44][C:45]2[CH:50]=[CH:49][CH:48]=[CH:47][CH:46]=2)=[O:41])[CH3:39])[CH2:35][CH2:34][CH2:33]1)=[O:31])[CH3:26].[C:1]([NH:8][C@H:9]([C:11]([OH:13])=[O:12])[CH3:10])([O:3][C:4]([CH3:7])([CH3:5])[CH3:6])=[O:2].[OH:76][CH2:77][CH2:78][CH2:79][NH-:80].